Dataset: Reaction yield outcomes from USPTO patents with 853,638 reactions. Task: Predict the reaction yield, written as a fraction of the theoretical maximum amount of product (1.0 means a 100% yield; for example, 0.34 means a 34% yield). The reactants are F[C:2]1[CH:31]=[C:30](F)[CH:29]=[CH:28][C:3]=1[CH2:4]N1C(=O)C=CC(CC2C3C(=CC=CC=3)N(CC(OC)=O)C=2C)=C1.[OH:33][C:34]1[C:43]2[C:38](=[CH:39][CH:40]=[CH:41][CH:42]=2)[C:37]([C:44]2[C:52]3[C:47](=[CH:48][CH:49]=[CH:50][CH:51]=3)[N:46]([CH2:53][C:54]#[N:55])[C:45]=2[CH3:56])=[N:36][N:35]=1.C(=O)([O-])[O-].[K+].[K+].C(Br)C1C=CC=CC=1. No catalyst specified. The product is [CH2:4]([N:35]1[C:34](=[O:33])[C:43]2[C:38](=[CH:39][CH:40]=[CH:41][CH:42]=2)[C:37]([C:44]2[C:52]3[C:47](=[CH:48][CH:49]=[CH:50][CH:51]=3)[N:46]([CH2:53][C:54]#[N:55])[C:45]=2[CH3:56])=[N:36]1)[C:3]1[CH:28]=[CH:29][CH:30]=[CH:31][CH:2]=1. The yield is 0.730.